Dataset: Full USPTO retrosynthesis dataset with 1.9M reactions from patents (1976-2016). Task: Predict the reactants needed to synthesize the given product. (1) The reactants are: Br[C:2]1[CH:7]=[CH:6][C:5]([N:8]2[C:12]([CH2:13][C@@H:14]3[CH2:18][CH2:17][N:16]([C:19](=[O:22])[CH2:20][CH3:21])[CH2:15]3)=[N:11][NH:10][C:9]2=[O:23])=[CH:4][CH:3]=1.CC1(C)C(C)(C)OB([C:32]2[CH:41]=[C:40]3[C:35]([CH:36]=[CH:37][CH:38]=[N:39]3)=[CH:34][CH:33]=2)O1.C(=O)([O-])[O-].[K+].[K+]. Given the product [C:19]([N:16]1[CH2:17][CH2:18][C@@H:14]([CH2:13][C:12]2[N:8]([C:5]3[CH:6]=[CH:7][C:2]([C:32]4[CH:41]=[C:40]5[C:35]([CH:36]=[CH:37][CH:38]=[N:39]5)=[CH:34][CH:33]=4)=[CH:3][CH:4]=3)[C:9](=[O:23])[NH:10][N:11]=2)[CH2:15]1)(=[O:22])[CH2:20][CH3:21], predict the reactants needed to synthesize it. (2) Given the product [N:1]1([CH2:6][C:8]2[CH:14]=[CH:13][C:11]([NH2:12])=[CH:10][CH:9]=2)[CH2:5][CH2:4][CH2:3][CH2:2]1, predict the reactants needed to synthesize it. The reactants are: [N:1]1([C:6]([C:8]2[CH:14]=[CH:13][C:11]([NH2:12])=[CH:10][CH:9]=2)=O)[CH2:5][CH2:4][CH2:3][CH2:2]1.[H-].[Al+3].[Li+].[H-].[H-].[H-].O.[OH-].[Na+]. (3) Given the product [F:17][C:18]1[CH:19]=[N:20][C:21]([O:27][C:28]2[CH:33]=[CH:32][CH:31]=[C:30]([S:34][CH3:35])[CH:29]=2)=[C:22]([CH:26]=1)[C:23]([NH:1][C@H:2]1[CH2:7][CH2:6][C@H:5]([CH2:8][OH:9])[CH2:4][CH2:3]1)=[O:24], predict the reactants needed to synthesize it. The reactants are: [NH2:1][C@H:2]1[CH2:7][CH2:6][C@H:5]([CH2:8][OH:9])[CH2:4][CH2:3]1.C(N(CC)CC)C.[F:17][C:18]1[CH:19]=[N:20][C:21]([O:27][C:28]2[CH:33]=[CH:32][CH:31]=[C:30]([S:34][CH3:35])[CH:29]=2)=[C:22]([CH:26]=1)[C:23](O)=[O:24].Cl.CN(C)CCCN=C=NCC.ON1C2C=CC=CC=2N=N1.